This data is from NCI-60 drug combinations with 297,098 pairs across 59 cell lines. The task is: Regression. Given two drug SMILES strings and cell line genomic features, predict the synergy score measuring deviation from expected non-interaction effect. (1) Drug 1: C(=O)(N)NO. Drug 2: C1CC(=O)NC(=O)C1N2C(=O)C3=CC=CC=C3C2=O. Cell line: BT-549. Synergy scores: CSS=5.12, Synergy_ZIP=-3.63, Synergy_Bliss=-2.40, Synergy_Loewe=-1.72, Synergy_HSA=-0.699. (2) Drug 1: CC1=CC=C(C=C1)C2=CC(=NN2C3=CC=C(C=C3)S(=O)(=O)N)C(F)(F)F. Drug 2: C(=O)(N)NO. Cell line: U251. Synergy scores: CSS=3.83, Synergy_ZIP=0.383, Synergy_Bliss=-3.02, Synergy_Loewe=-6.59, Synergy_HSA=-4.72. (3) Drug 2: C1=CN(C=N1)CC(O)(P(=O)(O)O)P(=O)(O)O. Cell line: A549. Drug 1: CC1=C(C(CCC1)(C)C)C=CC(=CC=CC(=CC(=O)O)C)C. Synergy scores: CSS=17.0, Synergy_ZIP=-3.06, Synergy_Bliss=4.09, Synergy_Loewe=-7.05, Synergy_HSA=2.10. (4) Drug 1: CCC(=C(C1=CC=CC=C1)C2=CC=C(C=C2)OCCN(C)C)C3=CC=CC=C3.C(C(=O)O)C(CC(=O)O)(C(=O)O)O. Drug 2: C(CCl)NC(=O)N(CCCl)N=O. Cell line: NCIH23. Synergy scores: CSS=1.94, Synergy_ZIP=0.629, Synergy_Bliss=4.49, Synergy_Loewe=-42.7, Synergy_HSA=0.848. (5) Drug 1: CN(C)N=NC1=C(NC=N1)C(=O)N. Drug 2: B(C(CC(C)C)NC(=O)C(CC1=CC=CC=C1)NC(=O)C2=NC=CN=C2)(O)O. Cell line: NCIH23. Synergy scores: CSS=11.8, Synergy_ZIP=-1.14, Synergy_Bliss=3.48, Synergy_Loewe=-1.02, Synergy_HSA=4.83.